From a dataset of Peptide-MHC class I binding affinity with 185,985 pairs from IEDB/IMGT. Regression. Given a peptide amino acid sequence and an MHC pseudo amino acid sequence, predict their binding affinity value. This is MHC class I binding data. (1) The peptide sequence is FLAFFSNGV. The MHC is HLA-A25:01 with pseudo-sequence HLA-A25:01. The binding affinity (normalized) is 0.0847. (2) The peptide sequence is PELELNVDAM. The MHC is HLA-B44:03 with pseudo-sequence HLA-B44:03. The binding affinity (normalized) is 0. (3) The peptide sequence is ETMKPAAMV. The MHC is HLA-A25:01 with pseudo-sequence HLA-A25:01. The binding affinity (normalized) is 0.213. (4) The peptide sequence is TLMNVITLV. The MHC is HLA-A03:01 with pseudo-sequence HLA-A03:01. The binding affinity (normalized) is 0.229. (5) The peptide sequence is YAMAIRQAI. The MHC is HLA-A24:03 with pseudo-sequence HLA-A24:03. The binding affinity (normalized) is 0.213. (6) The peptide sequence is QLSLKMLSL. The MHC is HLA-B57:01 with pseudo-sequence HLA-B57:01. The binding affinity (normalized) is 0.0847. (7) The peptide sequence is PDFNELFQL. The MHC is HLA-B40:01 with pseudo-sequence HLA-B40:01. The binding affinity (normalized) is 0.0693. (8) The peptide sequence is DTPETKCF. The binding affinity (normalized) is 0.122. The MHC is Mamu-A01 with pseudo-sequence Mamu-A01.